From a dataset of NCI-60 drug combinations with 297,098 pairs across 59 cell lines. Regression. Given two drug SMILES strings and cell line genomic features, predict the synergy score measuring deviation from expected non-interaction effect. (1) Drug 1: C1C(C(OC1N2C=C(C(=O)NC2=O)F)CO)O. Drug 2: CCCCC(=O)OCC(=O)C1(CC(C2=C(C1)C(=C3C(=C2O)C(=O)C4=C(C3=O)C=CC=C4OC)O)OC5CC(C(C(O5)C)O)NC(=O)C(F)(F)F)O. Cell line: HS 578T. Synergy scores: CSS=35.5, Synergy_ZIP=-5.74, Synergy_Bliss=-4.79, Synergy_Loewe=-20.1, Synergy_HSA=-1.69. (2) Drug 1: CC1=CC=C(C=C1)C2=CC(=NN2C3=CC=C(C=C3)S(=O)(=O)N)C(F)(F)F. Drug 2: N.N.Cl[Pt+2]Cl. Cell line: CCRF-CEM. Synergy scores: CSS=41.8, Synergy_ZIP=0.507, Synergy_Bliss=1.51, Synergy_Loewe=-19.1, Synergy_HSA=1.03.